From a dataset of Forward reaction prediction with 1.9M reactions from USPTO patents (1976-2016). Predict the product of the given reaction. (1) Given the reactants [C:1]([C:5]1[CH:23]=[C:8]2[N:9]=[C:10]([CH3:22])[C:11]([CH:14]([CH2:19][CH2:20][CH3:21])[C:15]([O:17][CH3:18])=[O:16])=[C:12](Cl)[N:7]2[N:6]=1)([CH3:4])([CH3:3])[CH3:2].[Cl:24][C:25]1[CH:30]=[CH:29][C:28](B(O)O)=[C:27]([O:34][CH3:35])[CH:26]=1.C(N(C(C)C)CC)(C)C, predict the reaction product. The product is: [C:1]([C:5]1[CH:23]=[C:8]2[N:9]=[C:10]([CH3:22])[C:11]([CH:14]([CH2:19][CH2:20][CH3:21])[C:15]([O:17][CH3:18])=[O:16])=[C:12]([C:28]3[CH:29]=[CH:30][C:25]([Cl:24])=[CH:26][C:27]=3[O:34][CH3:35])[N:7]2[N:6]=1)([CH3:4])([CH3:3])[CH3:2]. (2) Given the reactants [Cl:1][C:2]1[CH:10]=[CH:9][C:5]([C:6]([OH:8])=O)=[CH:4][N:3]=1.C[N:12](C(ON1N=NC2C=CC=NC1=2)=[N+](C)C)C.F[P-](F)(F)(F)(F)F.C(N(CC)CC)C.[CH2:42](N)[C:43]1[CH:48]=[CH:47][CH:46]=[CH:45][CH:44]=1, predict the reaction product. The product is: [CH2:42]([C:4]1[N:3]=[C:2]([Cl:1])[CH:10]=[CH:9][C:5]=1[C:6]([NH2:12])=[O:8])[C:43]1[CH:48]=[CH:47][CH:46]=[CH:45][CH:44]=1. (3) Given the reactants [F:1][C:2]1[CH:3]=[C:4]([NH:17][CH2:18][CH2:19][N:20]([CH3:22])[CH3:21])[CH:5]=[C:6](B2OC(C)(C)C(C)(C)O2)[CH:7]=1.C([O-])([O-])=O.[K+].[K+].Br[C:30]1[CH:35]=[CH:34][N:33]=[C:32]([NH2:36])[C:31]=1[N+:37]([O-:39])=[O:38], predict the reaction product. The product is: [NH2:36][C:32]1[C:31]([N+:37]([O-:39])=[O:38])=[C:30]([C:6]2[CH:5]=[C:4]([NH:17][CH2:18][CH2:19][N:20]([CH3:21])[CH3:22])[CH:3]=[C:2]([F:1])[CH:7]=2)[CH:35]=[CH:34][N:33]=1. (4) The product is: [Cl:1][C:2]1[CH:3]=[C:4]([S:9]([N:12]2[CH2:20][CH2:19][CH2:18][C@H:13]2[C:14]([OH:16])=[O:15])(=[O:10])=[O:11])[CH:5]=[C:6]([Cl:8])[CH:7]=1. Given the reactants [Cl:1][C:2]1[CH:3]=[C:4]([S:9]([N:12]2[CH2:20][CH2:19][CH2:18][C@H:13]2[C:14]([O:16]C)=[O:15])(=[O:11])=[O:10])[CH:5]=[C:6]([Cl:8])[CH:7]=1.[OH-].[Na+].CC(O)=O, predict the reaction product. (5) Given the reactants C(O[BH-](OC(=O)C)OC(=O)C)(=[O:3])C.[Na+].C([BH3-])#N.[Na+].[C:19]([O:23][C:24]([C:26]1([NH2:31])[CH2:30][CH2:29][CH2:28][CH2:27]1)=[O:25])([CH3:22])([CH3:21])[CH3:20], predict the reaction product. The product is: [C:19]([O:23][C:24]([C:26]1([NH2:31])[CH:30]=[CH:29][O:3][CH:28]=[CH:27]1)=[O:25])([CH3:22])([CH3:21])[CH3:20]. (6) The product is: [C:1]([O:5][C:6]([N:8]1[CH2:12][CH:11]([O:13][CH2:14][C:15]2[CH:20]=[CH:19][CH:18]=[CH:17][CH:16]=2)[CH2:10][CH:9]1[CH2:21][C:22](=[O:23])[NH:25][CH:26]1[C:29]2[C:34](=[CH:33][C:32]([CH2:35][OH:36])=[CH:31][CH:30]=2)[CH2:37][CH2:28][CH2:27]1)=[O:7])([CH3:4])([CH3:2])[CH3:3]. Given the reactants [C:1]([O:5][C:6]([N:8]1[CH2:12][CH:11]([O:13][CH2:14][C:15]2[CH:20]=[CH:19][CH:18]=[CH:17][CH:16]=2)[CH2:10][CH:9]1[CH2:21][C:22](O)=[O:23])=[O:7])([CH3:4])([CH3:3])[CH3:2].[NH2:25][CH:26]([C:29]1[CH:34]=[CH:33][C:32]([CH2:35][OH:36])=[CH:31][CH:30]=1)[CH2:27][CH3:28].[CH:37]1C=CC2N(O)N=NC=2C=1, predict the reaction product. (7) Given the reactants [OH:1][C:2]1[CH:10]=[CH:9][CH:8]=[C:7]2[C:3]=1[CH:4]=[CH:5][NH:6]2.[H-].[Na+].C([O:15][C:16](=O)[C:17]([C:27]#[N:28])=[CH:18][C:19]1[CH:24]=[CH:23][CH:22]=[C:21]([O:25][CH3:26])[CH:20]=1)C, predict the reaction product. The product is: [C:27]([CH:17]1[C:18]([C:19]2[CH:24]=[CH:23][CH:22]=[C:21]([O:25][CH3:26])[CH:20]=2)=[C:10]2[C:2](=[C:3]3[CH:4]=[CH:5][N:6]=[C:7]3[CH:8]=[CH:9]2)[O:1][C:16]1=[O:15])#[N:28]. (8) Given the reactants Br[C:2]1[C:3]2[N:4]([N:8]=[C:9]([Cl:11])[N:10]=2)[CH:5]=[CH:6][CH:7]=1.[NH2:12][CH2:13][C:14]1[CH:19]=[CH:18][CH:17]=[CH:16][C:15]=1[N:20]([CH3:25])[S:21]([CH3:24])(=[O:23])=[O:22], predict the reaction product. The product is: [Cl:11][C:9]1[N:10]=[C:3]2[C:2]([NH:12][CH2:13][C:14]3[CH:19]=[CH:18][CH:17]=[CH:16][C:15]=3[N:20]([CH3:25])[S:21]([CH3:24])(=[O:23])=[O:22])=[CH:7][CH:6]=[CH:5][N:4]2[N:8]=1. (9) The product is: [SH:9][C@H:10]1[CH2:14][CH2:13][N:12]([CH2:15][C:16]([C:18]2[CH:23]=[CH:22][CH:21]=[CH:20][CH:19]=2)=[O:17])[CH2:11]1. Given the reactants C([S:9][C@H:10]1[CH2:14][CH2:13][N:12]([CH2:15][C:16]([C:18]2[CH:23]=[CH:22][CH:21]=[CH:20][CH:19]=2)=[O:17])[CH2:11]1)(=O)C1C=CC=CC=1, predict the reaction product. (10) The product is: [OH:4][CH:2]([CH2:1][O:5][CH2:6][CH2:7][CH2:8][CH2:9][C:10]1[CH:15]=[CH:14][CH:13]=[CH:12][CH:11]=1)[CH2:3][NH:28][C:17]([CH3:27])([CH3:16])[CH2:18][C:19]1[CH:24]=[CH:23][C:22]([O:25][CH3:26])=[CH:21][CH:20]=1. Given the reactants [CH2:1]([O:5][CH2:6][CH2:7][CH2:8][CH2:9][C:10]1[CH:15]=[CH:14][CH:13]=[CH:12][CH:11]=1)[CH:2]1[O:4][CH2:3]1.[CH3:16][C:17]([NH2:28])([CH3:27])[CH2:18][C:19]1[CH:24]=[CH:23][C:22]([O:25][CH3:26])=[CH:21][CH:20]=1, predict the reaction product.